From a dataset of Retrosynthesis with 50K atom-mapped reactions and 10 reaction types from USPTO. Predict the reactants needed to synthesize the given product. (1) Given the product CC(C)c1ccc2c(c1)OC1(O)c3cccc(N)c3C(=O)C21NC(=O)c1cnc2ccccc2n1, predict the reactants needed to synthesize it. The reactants are: CC(C)c1ccc2c(c1)OC1(O)c3cccc([N+](=O)[O-])c3C(=O)C21NC(=O)c1cnc2ccccc2n1. (2) Given the product CCOC(=O)NCCc1cccc(Br)c1, predict the reactants needed to synthesize it. The reactants are: CCOC(=O)Cl.NCCc1cccc(Br)c1. (3) Given the product COc1cc(-c2cnc3[nH]c4cnc(-c5cnn(C)c5)cc4c3c2)cc(OC)c1CN1CCCCC1, predict the reactants needed to synthesize it. The reactants are: COc1cc(-c2cnc(F)c(-c3cc(-c4cnn(C)c4)ncc3N)c2)cc(OC)c1CN1CCCCC1. (4) The reactants are: CC(C)(C)OC(=O)N1CCNCC1.Cc1nc(-c2ccc(Br)cc2)no1. Given the product Cc1nc(-c2ccc(N3CCN(C(=O)OC(C)(C)C)CC3)cc2)no1, predict the reactants needed to synthesize it. (5) Given the product CO[C@]1(CO)CCNC[C@H]1F, predict the reactants needed to synthesize it. The reactants are: CO[C@]1(CO)CCN(C(=O)OC(C)(C)C)C[C@H]1F. (6) Given the product COCCCOc1cc(C(=O)N(C(C)C)[C@@H]2CC[C@H](CCN(C(=O)C=C(C)C)C3CC3)N(C(=O)OC(C)(C)C)C2)ccc1OC, predict the reactants needed to synthesize it. The reactants are: CC(C)=CC(=O)O.COCCCOc1cc(C(=O)N(C(C)C)[C@@H]2CC[C@@H](CCNC3CC3)N(C(=O)OC(C)(C)C)C2)ccc1OC. (7) The reactants are: COc1ccccc1OC(c1ccccc1)C(O)C[N+](=O)[O-]. Given the product COc1ccccc1OC(c1ccccc1)C(O)CN, predict the reactants needed to synthesize it.